Dataset: Full USPTO retrosynthesis dataset with 1.9M reactions from patents (1976-2016). Task: Predict the reactants needed to synthesize the given product. (1) The reactants are: [CH3:1][N:2]1[CH2:7][CH2:6][N:5]([C:8]2[N:13]=[CH:12][C:11]([C:14]3[N:18]4[CH:19]=[CH:20][CH:21]=[CH:22][C:17]4=[N:16][C:15]=3[CH:23]=O)=[CH:10][CH:9]=2)[CH2:4][CH2:3]1.[CH3:25][NH:26][C@@H:27]1[C:36]2[N:35]=[CH:34][CH:33]=[CH:32][C:31]=2[CH2:30][CH2:29][CH2:28]1.CN(CC1N=C2C=CC=CN2C=1C1C=CN=CC=1)[C@@H]1C2N=CC=CC=2CCC1. Given the product [CH3:25][N:26]([CH2:23][C:15]1[N:16]=[C:17]2[CH:22]=[CH:21][CH:20]=[CH:19][N:18]2[C:14]=1[C:11]1[CH:12]=[N:13][C:8]([N:5]2[CH2:6][CH2:7][N:2]([CH3:1])[CH2:3][CH2:4]2)=[CH:9][CH:10]=1)[C@@H:27]1[C:36]2[N:35]=[CH:34][CH:33]=[CH:32][C:31]=2[CH2:30][CH2:29][CH2:28]1, predict the reactants needed to synthesize it. (2) Given the product [Cl:1][C:2]1[CH:7]=[CH:6][N:5]=[C:4]2[NH:8][C:16]([C:15]3[CH:19]=[CH:20][C:12]([N:11]([CH3:21])[CH3:10])=[CH:13][CH:14]=3)=[N:9][C:3]=12, predict the reactants needed to synthesize it. The reactants are: [Cl:1][C:2]1[CH:7]=[CH:6][N:5]=[C:4]([NH2:8])[C:3]=1[NH2:9].[CH3:10][N:11]([CH3:21])[C:12]1[CH:20]=[CH:19][C:15]([C:16](O)=O)=[CH:14][CH:13]=1.[Cl-].[NH4+].[OH-].[Na+]. (3) Given the product [Cl:12][C:3]1[C:2]([CH3:1])=[CH:7][C:6]([N+:8]([O-:10])=[O:9])=[CH:5][N:4]=1, predict the reactants needed to synthesize it. The reactants are: [CH3:1][C:2]1[C:3](O)=[N:4][CH:5]=[C:6]([N+:8]([O-:10])=[O:9])[CH:7]=1.[Cl:12]CCCl.[Cl-].[P+]=O. (4) Given the product [Cl:11][C:5]1[CH:4]=[CH:3][C:2]([OH:13])=[CH:10][C:6]=1[C:7]([OH:9])=[O:8], predict the reactants needed to synthesize it. The reactants are: N[C:2]1[CH:3]=[CH:4][C:5]([Cl:11])=[C:6]([CH:10]=1)[C:7]([OH:9])=[O:8].N([O-])=[O:13].[Na+].C. (5) The reactants are: [CH3:1][N:2]1[CH:6]=[CH:5][C:4]([C:7]2[CH:14]=[CH:13][C:10]([CH:11]=O)=[CH:9][CH:8]=2)=[N:3]1.N1(C2C=C[C:23]([CH:24]=[O:25])=CC=2)C=CC=N1. Given the product [CH3:1][N:2]1[CH:6]=[CH:5][C:4]([C:7]2[CH:14]=[CH:13][C:10](/[CH:11]=[CH:23]/[CH:24]=[O:25])=[CH:9][CH:8]=2)=[N:3]1, predict the reactants needed to synthesize it. (6) The reactants are: [Cl:1][C:2]1([C:26]2[CH:31]=[CH:30][CH:29]=[C:28]([C:32](OC)=[O:33])[CH:27]=2)[CH:7]=[CH:6][C:5]([N:8]([C:12]2[CH:17]=[CH:16][CH:15]=[CH:14][C:13]=2[C:18]([F:21])([F:20])[F:19])[C:9](=[O:11])[NH2:10])=[C:4]([NH:22][C:23]([OH:25])=[O:24])[CH2:3]1.[CH3:36][NH2:37]. Given the product [Cl:1][C:2]1([C:26]2[CH:31]=[CH:30][CH:29]=[C:28]([C:32](=[O:33])[NH:37][CH3:36])[CH:27]=2)[CH:7]=[CH:6][C:5]([N:8]([C:12]2[CH:17]=[CH:16][CH:15]=[CH:14][C:13]=2[C:18]([F:19])([F:21])[F:20])[C:9](=[O:11])[NH2:10])=[C:4]([NH:22][C:23]([OH:25])=[O:24])[CH2:3]1, predict the reactants needed to synthesize it. (7) Given the product [O:6]([CH2:17][C:18]([NH2:20])=[O:19])[C:7]1[CH:8]=[CH:9][CH:10]=[CH:11][CH:12]=1, predict the reactants needed to synthesize it. The reactants are: CN(C=O)C.[OH:6][C:7]1[CH:12]=[CH:11][C:10](C(=O)C)=[CH:9][CH:8]=1.Br[CH2:17][C:18]([NH:20]C1C=CC(Br)=CC=1)=[O:19].C(=O)([O-])[O-].[K+].[K+]. (8) Given the product [O:21]=[C:2]1[C:3]2([CH2:13][O:12][C:11]3[CH:14]=[C:15]4[C:19](=[CH:20][C:10]2=3)[CH2:18][CH2:17][O:16]4)[C:4]2[C:9](=[CH:8][CH:7]=[CH:6][CH:5]=2)[N:1]1[CH2:45][C:46]1[CH:55]=[CH:54][CH:53]=[CH:52][C:47]=1[C:48]([O:50][CH3:51])=[O:49], predict the reactants needed to synthesize it. The reactants are: [NH:1]1[C:9]2[C:4](=[CH:5][CH:6]=[CH:7][CH:8]=2)[C:3]2([CH2:13][O:12][C:11]3[CH:14]=[C:15]4[C:19](=[CH:20][C:10]2=3)[CH2:18][CH2:17][O:16]4)[C:2]1=[O:21].CC1C2C=C3C4(C5C(=CC=CC=5)NC4=O)COC3=CC=2ON=1.Br[CH2:45][C:46]1[CH:55]=[CH:54][CH:53]=[CH:52][C:47]=1[C:48]([O:50][CH3:51])=[O:49].BrCC1OC(C(F)(F)F)=CC=1.